The task is: Predict the reactants needed to synthesize the given product.. This data is from Full USPTO retrosynthesis dataset with 1.9M reactions from patents (1976-2016). Given the product [NH2:28][CH2:27][CH2:26][CH2:25][C@H:17]([NH:16][C:14]([C:10]1[C:9](=[O:46])[N:8]([CH:7]([C:47]2[CH:52]=[CH:51][CH:50]=[CH:49][CH:48]=2)[C:1]2[CH:6]=[CH:5][CH:4]=[CH:3][CH:2]=2)[CH:13]=[CH:12][CH:11]=1)=[O:15])[C:18]([O:20][C:21]([CH3:24])([CH3:23])[CH3:22])=[O:19], predict the reactants needed to synthesize it. The reactants are: [C:1]1([CH:7]([C:47]2[CH:52]=[CH:51][CH:50]=[CH:49][CH:48]=2)[N:8]2[CH:13]=[CH:12][CH:11]=[C:10]([C:14]([NH:16][C@@H:17]([CH2:25][CH2:26][CH2:27][NH:28]C(OCC3C4C=CC=CC=4C4C3=CC=CC=4)=O)[C:18]([O:20][C:21]([CH3:24])([CH3:23])[CH3:22])=[O:19])=[O:15])[C:9]2=[O:46])[CH:6]=[CH:5][CH:4]=[CH:3][CH:2]=1.